This data is from Catalyst prediction with 721,799 reactions and 888 catalyst types from USPTO. The task is: Predict which catalyst facilitates the given reaction. Reactant: [CH3:1][O:2][C:3]([C:5]1[N:6]([CH3:35])[C:7]([S:10]([N:13]2[CH2:18][CH2:17][CH:16]([S:19][C:20]3[CH:25]=[C:24]([C:26]([CH3:29])([CH3:28])[CH3:27])[C:23]([OH:30])=[C:22]([C:31]([CH3:34])([CH3:33])[CH3:32])[CH:21]=3)[CH2:15][CH2:14]2)(=[O:12])=[O:11])=[CH:8][CH:9]=1)=[O:4].Br[CH2:37][CH2:38][CH2:39][OH:40].C([O-])([O-])=O.[K+].[K+].[NH4+].[Cl-]. Product: [CH3:1][O:2][C:3]([C:5]1[N:6]([CH3:35])[C:7]([S:10]([N:13]2[CH2:18][CH2:17][CH:16]([S:19][C:20]3[CH:25]=[C:24]([C:26]([CH3:27])([CH3:28])[CH3:29])[C:23]([O:30][CH2:37][CH2:38][CH2:39][OH:40])=[C:22]([C:31]([CH3:34])([CH3:33])[CH3:32])[CH:21]=3)[CH2:15][CH2:14]2)(=[O:11])=[O:12])=[CH:8][CH:9]=1)=[O:4]. The catalyst class is: 3.